Dataset: NCI-60 drug combinations with 297,098 pairs across 59 cell lines. Task: Regression. Given two drug SMILES strings and cell line genomic features, predict the synergy score measuring deviation from expected non-interaction effect. (1) Drug 1: CS(=O)(=O)OCCCCOS(=O)(=O)C. Drug 2: CC(C)CN1C=NC2=C1C3=CC=CC=C3N=C2N. Cell line: DU-145. Synergy scores: CSS=9.86, Synergy_ZIP=2.53, Synergy_Bliss=0.917, Synergy_Loewe=-3.71, Synergy_HSA=-2.34. (2) Drug 1: C1CC(C1)(C(=O)O)C(=O)O.[NH2-].[NH2-].[Pt+2]. Drug 2: CN1C(=O)N2C=NC(=C2N=N1)C(=O)N. Cell line: SW-620. Synergy scores: CSS=35.9, Synergy_ZIP=-2.24, Synergy_Bliss=-2.11, Synergy_Loewe=-9.79, Synergy_HSA=2.64.